Dataset: Forward reaction prediction with 1.9M reactions from USPTO patents (1976-2016). Task: Predict the product of the given reaction. Given the reactants [I:1][C:2]1[C:10]2[C:5](=[N:6][CH:7]=[C:8]([C:11]3[CH:16]=[C:15]([O:17][CH3:18])[C:14]([O:19][CH3:20])=[C:13]([O:21][CH3:22])[CH:12]=3)[N:9]=2)[NH:4][CH:3]=1.C[Si]([N-][Si](C)(C)C)(C)C.[K+].Cl[Si:34]([CH:41]([CH3:43])[CH3:42])([CH:38]([CH3:40])[CH3:39])[CH:35]([CH3:37])[CH3:36], predict the reaction product. The product is: [I:1][C:2]1[C:10]2[C:5](=[N:6][CH:7]=[C:8]([C:11]3[CH:16]=[C:15]([O:17][CH3:18])[C:14]([O:19][CH3:20])=[C:13]([O:21][CH3:22])[CH:12]=3)[N:9]=2)[N:4]([Si:34]([CH:41]([CH3:43])[CH3:42])([CH:38]([CH3:40])[CH3:39])[CH:35]([CH3:37])[CH3:36])[CH:3]=1.